This data is from Forward reaction prediction with 1.9M reactions from USPTO patents (1976-2016). The task is: Predict the product of the given reaction. (1) Given the reactants C(O[C:4](=[O:26])[C:5](=[N:11][N:12]([C:18](=[O:25])[CH2:19][C:20]([O:22][CH2:23][CH3:24])=[O:21])[CH2:13][CH2:14][CH:15]([CH3:17])[CH3:16])[C:6]1[S:7][CH:8]=[CH:9][CH:10]=1)C.[O-]CC.[Na+].Cl, predict the reaction product. The product is: [CH2:23]([O:22][C:20]([C:19]1[C:18](=[O:25])[N:12]([CH2:13][CH2:14][CH:15]([CH3:16])[CH3:17])[N:11]=[C:5]([C:6]2[S:7][CH:8]=[CH:9][CH:10]=2)[C:4]=1[OH:26])=[O:21])[CH3:24]. (2) Given the reactants C([O:5][C:6](=[O:21])[CH2:7][N:8]1[C:12]2=[CH:13][N:14]=[C:15]([CH3:17])[CH:16]=[C:11]2[C:10]([C:18](=[O:20])[CH3:19])=[N:9]1)(C)(C)C.C(O)(C(F)(F)F)=O, predict the reaction product. The product is: [C:18]([C:10]1[C:11]2[C:12](=[CH:13][N:14]=[C:15]([CH3:17])[CH:16]=2)[N:8]([CH2:7][C:6]([OH:21])=[O:5])[N:9]=1)(=[O:20])[CH3:19]. (3) Given the reactants [Cl:1][C:2]1[CH:7]=[CH:6][CH:5]=[CH:4][C:3]=1[C:8]1[C:9]([O:36][CH3:37])=[N:10][C:11]2[N:12]([N:21]=[C:22](S(C)(=O)=O)[C:23]=2[C:24](=[O:31])[NH:25][CH:26]2[CH2:30][CH2:29][CH2:28][CH2:27]2)[C:13]=1[C:14]1[CH:19]=[CH:18][C:17]([Cl:20])=[CH:16][CH:15]=1.[CH3:38][O-:39].[Na+].C(Cl)(Cl)Cl.O, predict the reaction product. The product is: [Cl:1][C:2]1[CH:7]=[CH:6][CH:5]=[CH:4][C:3]=1[C:8]1[C:9]([O:36][CH3:37])=[N:10][C:11]2[N:12]([N:21]=[C:22]([O:39][CH3:38])[C:23]=2[C:24](=[O:31])[NH:25][CH:26]2[CH2:30][CH2:29][CH2:28][CH2:27]2)[C:13]=1[C:14]1[CH:19]=[CH:18][C:17]([Cl:20])=[CH:16][CH:15]=1. (4) Given the reactants FC1C=CC([CH:8]2[CH2:13][CH2:12][N:11]([S:14]([CH3:17])(=[O:16])=[O:15])[CH2:10][CH2:9]2)=CC=1.[Cl:18][C:19]1[CH:20]=[CH:21][C:22]([O:25]C2CCNCC2)=[N:23][CH:24]=1.C(N(C(C)C)CC)(C)C.CS(Cl)(=O)=O, predict the reaction product. The product is: [Cl:18][C:19]1[CH:20]=[CH:21][C:22]([O:25][CH:8]2[CH2:9][CH2:10][N:11]([S:14]([CH3:17])(=[O:15])=[O:16])[CH2:12][CH2:13]2)=[N:23][CH:24]=1.